Dataset: Peptide-MHC class I binding affinity with 185,985 pairs from IEDB/IMGT. Task: Regression. Given a peptide amino acid sequence and an MHC pseudo amino acid sequence, predict their binding affinity value. This is MHC class I binding data. (1) The peptide sequence is QHSFMANRM. The MHC is HLA-A02:06 with pseudo-sequence HLA-A02:06. The binding affinity (normalized) is 0.0847. (2) The peptide sequence is KRWGFRSGV. The MHC is HLA-A02:12 with pseudo-sequence HLA-A02:12. The binding affinity (normalized) is 0.0847.